Task: Predict the product of the given reaction.. Dataset: Forward reaction prediction with 1.9M reactions from USPTO patents (1976-2016) (1) Given the reactants [C:12]([O:11][C:9](O[C:9]([O:11][C:12]([CH3:15])([CH3:14])[CH3:13])=[O:10])=[O:10])([CH3:15])([CH3:14])[CH3:13].[NH2:16][C:17]1[C:18]([OH:27])=[CH:19][C:20]2[C:25]([CH:26]=1)=[CH:24][CH:23]=[CH:22][CH:21]=2, predict the reaction product. The product is: [C:12]([O:11][C:9](=[O:10])[NH:16][C:17]1[C:18]([OH:27])=[CH:19][C:20]2[C:25](=[CH:24][CH:23]=[CH:22][CH:21]=2)[CH:26]=1)([CH3:13])([CH3:14])[CH3:15]. (2) Given the reactants [CH2:1]([N:3]1[CH:8]=[C:7]([CH:9]2[CH2:14][CH2:13][C:12](=O)[CH2:11][CH2:10]2)[CH:6]=[CH:5][C:4]1=[O:16])[CH3:2].[NH:17]1[CH2:20][CH:19]([NH:21][C:22]([CH2:24][NH:25][C:26](=[O:37])[C:27]2[CH:32]=[CH:31][CH:30]=[C:29]([C:33]([F:36])([F:35])[F:34])[CH:28]=2)=[O:23])[CH2:18]1, predict the reaction product. The product is: [CH2:1]([N:3]1[C:4](=[O:16])[CH:5]=[CH:6][C:7]([CH:9]2[CH2:14][CH2:13][CH:12]([N:17]3[CH2:20][CH:19]([NH:21][C:22]([CH2:24][NH:25][C:26](=[O:37])[C:27]4[CH:32]=[CH:31][CH:30]=[C:29]([C:33]([F:36])([F:34])[F:35])[CH:28]=4)=[O:23])[CH2:18]3)[CH2:11][CH2:10]2)=[CH:8]1)[CH3:2].